This data is from Full USPTO retrosynthesis dataset with 1.9M reactions from patents (1976-2016). The task is: Predict the reactants needed to synthesize the given product. (1) Given the product [Cl:22][C:21]([Cl:24])([Cl:23])[CH2:20][O:19][C:17](=[O:18])[NH:13][C:7]1[N:8]([CH2:10][CH2:11][CH3:12])[N:9]=[C:5]([C:1]([CH3:4])([CH3:2])[CH3:3])[CH:6]=1, predict the reactants needed to synthesize it. The reactants are: [C:1]([C:5]1[CH:6]=[C:7]([NH2:13])[N:8]([CH2:10][CH2:11][CH3:12])[N:9]=1)([CH3:4])([CH3:3])[CH3:2].[OH-].[Na+].Cl[C:17]([O:19][CH2:20][C:21]([Cl:24])([Cl:23])[Cl:22])=[O:18]. (2) The reactants are: [Cl-].[Al+3].[Cl-].[Cl-].[C:5](Cl)(=[O:7])[CH3:6].[Br:9][C:10]1[CH:11]=[C:12]2[C:17](=[CH:18][CH:19]=1)[O:16][C:15]([CH2:22][CH3:23])([CH2:20][CH3:21])[CH2:14][C:13]2([CH3:25])[CH3:24].O. Given the product [C:5]([C:18]1[CH:19]=[C:10]([Br:9])[CH:11]=[C:12]2[C:17]=1[O:16][C:15]([CH2:22][CH3:23])([CH2:20][CH3:21])[CH2:14][C:13]2([CH3:24])[CH3:25])(=[O:7])[CH3:6], predict the reactants needed to synthesize it.